From a dataset of Full USPTO retrosynthesis dataset with 1.9M reactions from patents (1976-2016). Predict the reactants needed to synthesize the given product. (1) Given the product [Br:1][C:2]1[CH:7]=[C:6]([N+:8]([O-:10])=[O:9])[C:5]([CH3:11])=[N:4][C:3]=1[O:12][CH:15]([C:17]1[CH:18]=[CH:19][C:20]([C:23]([F:24])([F:25])[F:26])=[CH:21][CH:22]=1)[C:14]([F:28])([F:27])[F:13], predict the reactants needed to synthesize it. The reactants are: [Br:1][C:2]1[C:3]([OH:12])=[N:4][C:5]([CH3:11])=[C:6]([N+:8]([O-:10])=[O:9])[CH:7]=1.[F:13][C:14]([F:28])([F:27])[CH:15]([C:17]1[CH:22]=[CH:21][C:20]([C:23]([F:26])([F:25])[F:24])=[CH:19][CH:18]=1)O.C1(P(C2C=CC=CC=2)C2C=CC=CC=2)C=CC=CC=1.[N+](C(OC(C)C)=O)(C(OC(C)C)=O)=[N-]. (2) The reactants are: [CH3:1][O:2][C:3]1[CH:4]=[C:5]2[C:10](=[CH:11][C:12]=1[O:13][CH3:14])[N:9]=[CH:8][CH:7]=[C:6]2[O:15][C:16]1[CH:22]=[CH:21][C:19]([NH2:20])=[CH:18][CH:17]=1.C(N(CC)CC)C.Cl[C:31](Cl)([O:33]C(=O)OC(Cl)(Cl)Cl)Cl.[CH3:42][O:43][C:44]1[CH:49]=[CH:48][CH:47]=[CH:46][C:45]=1[C@H:50]([NH2:52])[CH3:51]. Given the product [CH3:1][O:2][C:3]1[CH:4]=[C:5]2[C:10](=[CH:11][C:12]=1[O:13][CH3:14])[N:9]=[CH:8][CH:7]=[C:6]2[O:15][C:16]1[CH:22]=[CH:21][C:19]([NH:20][C:31]([NH:52][C@@H:50]([C:45]2[CH:46]=[CH:47][CH:48]=[CH:49][C:44]=2[O:43][CH3:42])[CH3:51])=[O:33])=[CH:18][CH:17]=1, predict the reactants needed to synthesize it. (3) Given the product [NH:11]1[C:12]2[C:8](=[CH:7][C:6]([OH:5])=[CH:14][CH:13]=2)[CH2:9][CH2:10]1, predict the reactants needed to synthesize it. The reactants are: C([BH3-])#N.[Na+].[OH:5][C:6]1[CH:7]=[C:8]2[C:12](=[CH:13][CH:14]=1)[NH:11][CH:10]=[CH:9]2.[OH-].[Na+]. (4) Given the product [Cl:1][C:2]1[CH:7]=[CH:6][CH:5]=[CH:4][C:3]=1[C@H:8]([N:18]([C:34]1[CH:39]=[CH:38][CH:37]=[C:36]([F:40])[CH:35]=1)[C:19]([C@@H:21]1[CH2:25][C@@H:24]([OH:26])[CH2:23][NH:22]1)=[O:20])[C:9]([NH:11][CH:12]1[CH2:15][C:14]([F:16])([F:17])[CH2:13]1)=[O:10], predict the reactants needed to synthesize it. The reactants are: [Cl:1][C:2]1[CH:7]=[CH:6][CH:5]=[CH:4][C:3]=1[C@H:8]([N:18]([C:34]1[CH:39]=[CH:38][CH:37]=[C:36]([F:40])[CH:35]=1)[C:19]([C@@H:21]1[CH2:25][C@@H:24]([OH:26])[CH2:23][N:22]1C(OC(C)(C)C)=O)=[O:20])[C:9]([NH:11][CH:12]1[CH2:15][C:14]([F:17])([F:16])[CH2:13]1)=[O:10].C(O)(C(F)(F)F)=O.C([O-])(O)=O.[Na+]. (5) Given the product [CH2:1]([O:8][C:9]([C:11]1[O:12][C:13]([C:16](=[O:18])[NH2:26])=[CH:14][CH:15]=1)=[O:10])[C:2]1[CH:7]=[CH:6][CH:5]=[CH:4][CH:3]=1, predict the reactants needed to synthesize it. The reactants are: [CH2:1]([O:8][C:9]([C:11]1[O:12][C:13]([C:16]([OH:18])=O)=[CH:14][CH:15]=1)=[O:10])[C:2]1[CH:7]=[CH:6][CH:5]=[CH:4][CH:3]=1.ClC(OCC)=O.O.[NH3:26].[Cl-].[NH4+]. (6) Given the product [F:7][CH:14]([C:13]1[CH:12]=[C:11]([F:10])[CH:22]=[C:21]([F:23])[CH:20]=1)[C:15]([O:17][CH3:18])=[O:16], predict the reactants needed to synthesize it. The reactants are: C(N(S(F)(F)[F:7])CC)C.[F:10][C:11]1[CH:12]=[C:13]([CH:20]=[C:21]([F:23])[CH:22]=1)[CH:14](O)[C:15]([O:17][CH3:18])=[O:16]. (7) The reactants are: [O:1]1[C:5]2[CH:6]=[CH:7][C:8]([NH:10][C:11]([C:13]3[CH:17]=[CH:16][NH:15][N:14]=3)=[O:12])=[CH:9][C:4]=2[O:3][CH2:2]1.[N:18]([CH2:21][CH2:22][CH2:23][CH2:24][CH2:25][C:26]([O:28][CH2:29][CH3:30])=[O:27])=[C:19]=[O:20]. Given the product [CH2:29]([O:28][C:26](=[O:27])[CH2:25][CH2:24][CH2:23][CH2:22][CH2:21][NH:18][C:19]([N:15]1[CH:16]=[CH:17][C:13]([C:11](=[O:12])[NH:10][C:8]2[CH:7]=[CH:6][C:5]3[O:1][CH2:2][O:3][C:4]=3[CH:9]=2)=[N:14]1)=[O:20])[CH3:30], predict the reactants needed to synthesize it.